Dataset: Forward reaction prediction with 1.9M reactions from USPTO patents (1976-2016). Task: Predict the product of the given reaction. (1) Given the reactants [N:1]1([C:7]2[N:8]=[CH:9][CH:10]=[C:11]3[CH:15]=[CH:14][O:13][C:12]=23)[CH2:6][CH2:5][NH:4][CH2:3][CH2:2]1.C(O)(=O)C.[H][H], predict the reaction product. The product is: [N:1]1([C:7]2[N:8]=[CH:9][CH:10]=[C:11]3[CH2:15][CH2:14][O:13][C:12]=23)[CH2:2][CH2:3][NH:4][CH2:5][CH2:6]1. (2) Given the reactants CCN(C(C)C)C(C)C.[N:10]1[CH:15]=[C:14]([C:16]2[CH:24]=[CH:23][C:19]([C:20]([OH:22])=O)=[CH:18][CH:17]=2)[CH:13]=[N:12][CH:11]=1.C1C=CC2N(O)N=NC=2C=1.CCN=C=NCCCN(C)C.Cl.[NH2:47][CH2:48][C:49]([N:51]1[CH2:56][CH2:55][N:54]([C:57](=[O:68])[C:58]2[CH:63]=[CH:62][CH:61]=[CH:60][C:59]=2[C:64]([F:67])([F:66])[F:65])[CH2:53][CH2:52]1)=[O:50], predict the reaction product. The product is: [O:50]=[C:49]([N:51]1[CH2:52][CH2:53][N:54]([C:57](=[O:68])[C:58]2[CH:63]=[CH:62][CH:61]=[CH:60][C:59]=2[C:64]([F:67])([F:66])[F:65])[CH2:55][CH2:56]1)[CH2:48][NH:47][C:20](=[O:22])[C:19]1[CH:18]=[CH:17][C:16]([C:14]2[CH:13]=[N:12][CH:11]=[N:10][CH:15]=2)=[CH:24][CH:23]=1. (3) Given the reactants [CH2:1]([OH:9])[CH2:2][CH2:3][CH2:4][CH2:5][CH2:6][CH2:7][CH3:8].C1COCC1.CC(C)([O-])C.[K+].F[C:22]1[CH:30]=[CH:29][C:25]([C:26]([OH:28])=[O:27])=[CH:24][C:23]=1[C:31]([F:34])([F:33])[F:32], predict the reaction product. The product is: [CH2:1]([O:9][C:22]1[CH:30]=[CH:29][C:25]([C:26]([OH:28])=[O:27])=[CH:24][C:23]=1[C:31]([F:32])([F:34])[F:33])[CH2:2][CH2:3][CH2:4][CH2:5][CH2:6][CH2:7][CH3:8]. (4) Given the reactants [Cl:1][C:2]1[CH:3]=[C:4]([CH:39]=[CH:40][C:41]=1[Cl:42])[CH2:5][O:6][C:7]1[CH:12]=[CH:11][C:10]([C@H:13]2[CH2:38][O:37][C:16]3=[CH:17][C:18]4[CH2:19][C@@H:20]([C:34]([OH:36])=O)[N:21]([C@H:25]([C:28]5[CH:33]=[CH:32][CH:31]=[CH:30][CH:29]=5)[CH2:26][CH3:27])[CH2:22][C:23]=4[CH:24]=[C:15]3[O:14]2)=[CH:9][CH:8]=1.Cl.C[O:45][C:46](=[O:63])[C@@H:47]([NH2:62])[CH2:48][C:49]1[S:50][C:51]([C:54]2[CH:59]=[CH:58][C:57]([C:60]#[N:61])=[CH:56][CH:55]=2)=[CH:52][CH:53]=1, predict the reaction product. The product is: [C:60]([C:57]1[CH:56]=[CH:55][C:54]([C:51]2[S:50][C:49]([CH2:48][C@H:47]([NH:62][C:34]([C@@H:20]3[CH2:19][C:18]4[CH:17]=[C:16]5[O:37][CH2:38][C@H:13]([C:10]6[CH:11]=[CH:12][C:7]([O:6][CH2:5][C:4]7[CH:39]=[CH:40][C:41]([Cl:42])=[C:2]([Cl:1])[CH:3]=7)=[CH:8][CH:9]=6)[O:14][C:15]5=[CH:24][C:23]=4[CH2:22][N:21]3[C@H:25]([C:28]3[CH:29]=[CH:30][CH:31]=[CH:32][CH:33]=3)[CH2:26][CH3:27])=[O:36])[C:46]([OH:63])=[O:45])=[CH:53][CH:52]=2)=[CH:59][CH:58]=1)#[N:61].